From a dataset of Full USPTO retrosynthesis dataset with 1.9M reactions from patents (1976-2016). Predict the reactants needed to synthesize the given product. (1) Given the product [CH3:44][C:28]1[CH:27]=[CH:26][C:25]([NH:24][C:15]([C:14]2[CH:18]=[CH:19][C:11]([CH2:10][N:7]3[CH2:6][CH2:5][N:4]([CH3:3])[CH2:9][CH2:8]3)=[CH:12][CH:13]=2)=[O:17])=[CH:30][C:29]=1[NH:31][C:32]1[N:33]=[CH:34][CH:35]=[C:36]([C:38]2[CH:43]=[CH:42][CH:41]=[N:40][CH:39]=2)[N:45]=1, predict the reactants needed to synthesize it. The reactants are: Cl.Cl.[CH3:3][N:4]1[CH2:9][CH2:8][N:7]([CH2:10][C:11]2[CH:19]=[CH:18][C:14]([C:15]([OH:17])=O)=[CH:13][CH:12]=2)[CH2:6][CH2:5]1.O=S(Cl)Cl.[NH2:24][C:25]1[CH:26]=[CH:27][C:28]([CH3:44])=[C:29]([NH:31][C:32]2C=[C:36]([C:38]3[CH:39]=[N:40][CH:41]=[CH:42][CH:43]=3)[CH:35]=[CH:34][N:33]=2)[CH:30]=1.[NH4+:45].[OH-]. (2) Given the product [Cl:23][C:24]1[N:29]=[CH:28][N:27]=[C:26]([C:30]([NH:1][CH2:2][C@H:3]([OH:15])[CH2:4][N:5]2[CH2:14][CH2:13][C:12]3[C:7](=[CH:8][CH:9]=[CH:10][CH:11]=3)[CH2:6]2)=[O:31])[CH:25]=1, predict the reactants needed to synthesize it. The reactants are: [NH2:1][CH2:2][C@H:3]([OH:15])[CH2:4][N:5]1[CH2:14][CH2:13][C:12]2[C:7](=[CH:8][CH:9]=[CH:10][CH:11]=2)[CH2:6]1.CCN(CC)CC.[Cl:23][C:24]1[N:29]=[CH:28][N:27]=[C:26]([C:30](Cl)=[O:31])[CH:25]=1. (3) Given the product [CH3:1][O:2][CH2:3][CH2:4][N:5]1[C:9]2[C:10]3[O:11][CH:12]([C:22]4[CH:23]=[CH:24][CH:25]=[CH:26][CH:27]=4)[CH2:13][CH2:14][C:15]=3[C:16]([C:18]([OH:20])=[O:19])=[CH:17][C:8]=2[N:7]=[C:6]1[CH3:28], predict the reactants needed to synthesize it. The reactants are: [CH3:1][O:2][CH2:3][CH2:4][N:5]1[C:9]2[C:10]3[O:11][CH:12]([C:22]4[CH:27]=[CH:26][CH:25]=[CH:24][CH:23]=4)[CH2:13][CH2:14][C:15]=3[C:16]([C:18]([O:20]C)=[O:19])=[CH:17][C:8]=2[N:7]=[C:6]1[CH3:28].[OH-].[Na+].Cl. (4) Given the product [Cl:3][C:13]1[N:12]=[C:11]([C:15]2[CH:20]=[CH:19][CH:18]=[CH:17][CH:16]=2)[N:10]=[C:9]([C:21]2[CH:26]=[CH:25][CH:24]=[C:23]([N+:27]([O-:29])=[O:28])[CH:22]=2)[C:8]=1[C:6]#[N:7], predict the reactants needed to synthesize it. The reactants are: O=P(Cl)(Cl)[Cl:3].[C:6]([C:8]1[C:9]([C:21]2[CH:26]=[CH:25][CH:24]=[C:23]([N+:27]([O-:29])=[O:28])[CH:22]=2)=[N:10][C:11]([C:15]2[CH:20]=[CH:19][CH:18]=[CH:17][CH:16]=2)=[N:12][C:13]=1O)#[N:7].CN(C)C1C=CC=CC=1.